Dataset: Catalyst prediction with 721,799 reactions and 888 catalyst types from USPTO. Task: Predict which catalyst facilitates the given reaction. (1) Reactant: [N:1]1[CH:6]=[CH:5][C:4]([CH2:7][N:8]2[CH2:17][CH2:16][C:15]3[C:14]([C:18]([O:20]C)=[O:19])=[CH:13][CH:12]=[CH:11][C:10]=3[CH2:9]2)=[CH:3][CH:2]=1.O.[OH-].[Na+:24]. Product: [N:1]1[CH:6]=[CH:5][C:4]([CH2:7][N:8]2[CH2:17][CH2:16][C:15]3[C:14]([C:18]([O-:20])=[O:19])=[CH:13][CH:12]=[CH:11][C:10]=3[CH2:9]2)=[CH:3][CH:2]=1.[Na+:24]. The catalyst class is: 12. (2) Reactant: [Cl:1][C:2]1[CH:7]=[CH:6][C:5]([C:8]2[N:9]=[C:10]([CH2:24][O:25][CH:26]3[CH2:31][CH2:30][CH2:29][CH:28]=[CH:27]3)[C:11]([C:21]([OH:23])=[O:22])=[N:12][C:13]=2[C:14]2[CH:19]=[CH:18][C:17]([Cl:20])=[CH:16][CH:15]=2)=[CH:4][CH:3]=1.CO.[CH3:34][Si](C=[N+]=[N-])(C)C. Product: [Cl:1][C:2]1[CH:3]=[CH:4][C:5]([C:8]2[N:9]=[C:10]([CH2:24][O:25][CH:26]3[CH2:31][CH2:30][CH2:29][CH:28]=[CH:27]3)[C:11]([C:21]([O:23][CH3:34])=[O:22])=[N:12][C:13]=2[C:14]2[CH:15]=[CH:16][C:17]([Cl:20])=[CH:18][CH:19]=2)=[CH:6][CH:7]=1. The catalyst class is: 4. (3) Reactant: Cl[C:2]1[N:7]=[C:6]([Cl:8])[N:5]=[C:4]([O:9][CH3:10])[N:3]=1.[C:11]([O:15][C:16]([N:18]1[CH2:23][CH2:22][CH:21]([NH2:24])[CH2:20][CH2:19]1)=[O:17])([CH3:14])([CH3:13])[CH3:12].C(N(C(C)C)C(C)C)C. Product: [C:11]([O:15][C:16]([N:18]1[CH2:23][CH2:22][CH:21]([NH:24][C:2]2[N:7]=[C:6]([Cl:8])[N:5]=[C:4]([O:9][CH3:10])[N:3]=2)[CH2:20][CH2:19]1)=[O:17])([CH3:14])([CH3:12])[CH3:13]. The catalyst class is: 10. (4) Product: [CH3:10][C:3]1[C:2]([B:14]2[O:15][C:16]([CH3:18])([CH3:17])[C:12]([CH3:28])([CH3:11])[O:13]2)=[CH:9][CH:8]=[CH:7][C:4]=1[CH:5]=[O:6]. Reactant: Br[C:2]1[C:3]([CH3:10])=[C:4]([CH:7]=[CH:8][CH:9]=1)[CH:5]=[O:6].[CH3:11][C:12]1([CH3:28])[C:16]([CH3:18])([CH3:17])[O:15][B:14]([B:14]2[O:15][C:16]([CH3:18])([CH3:17])[C:12]([CH3:28])([CH3:11])[O:13]2)[O:13]1.C([O-])(=O)C.[K+].BrC1C=CC=CC=1S(N)(=O)=O. The catalyst class is: 263. (5) Reactant: [NH2:1][C:2]1[C:11]2[N:12]=[C:13]([CH2:20][O:21][CH2:22][CH3:23])[N:14]([CH2:15][C:16]([CH3:19])([OH:18])[CH3:17])[C:10]=2[C:9]2[CH:8]=[CH:7][C:6](Br)=[CH:5][C:4]=2[N:3]=1.[C:25]([O:29][C:30]([NH:32][CH2:33][C:34]1[CH:35]=[C:36](B(O)O)[CH:37]=[CH:38][CH:39]=1)=[O:31])([CH3:28])([CH3:27])[CH3:26]. Product: [NH2:1][C:2]1[C:11]2[N:12]=[C:13]([CH2:20][O:21][CH2:22][CH3:23])[N:14]([CH2:15][C:16]([OH:18])([CH3:19])[CH3:17])[C:10]=2[C:9]2[CH:8]=[CH:7][C:6]([C:38]3[CH:39]=[C:34]([CH:35]=[CH:36][CH:37]=3)[CH2:33][NH:32][C:30](=[O:31])[O:29][C:25]([CH3:27])([CH3:28])[CH3:26])=[CH:5][C:4]=2[N:3]=1. The catalyst class is: 164.